Task: Predict the reaction yield, written as a fraction of the theoretical maximum amount of product (1.0 means a 100% yield; for example, 0.34 means a 34% yield).. Dataset: Reaction yield outcomes from USPTO patents with 853,638 reactions (1) The reactants are [CH3:1][N:2]([CH3:42])[C:3](=[O:41])[C:4]1[CH:9]=[CH:8][CH:7]=[C:6]([C:10]2[C:18]3[C:13](=[N:14][CH:15]=[C:16]([C:19]4[CH:24]=[CH:23][CH:22]=[C:21]([C:25]([N:27]5[CH2:32][CH2:31][O:30][CH2:29][CH2:28]5)=[O:26])[CH:20]=4)[CH:17]=3)[N:12](COCC[Si](C)(C)C)[N:11]=2)[CH:5]=1.C(=O)(O)[O-].[Na+]. The catalyst is Cl(O)(=O)(=O)=O.C(O)(=O)C. The product is [CH3:1][N:2]([CH3:42])[C:3](=[O:41])[C:4]1[CH:9]=[CH:8][CH:7]=[C:6]([C:10]2[C:18]3[C:13](=[N:14][CH:15]=[C:16]([C:19]4[CH:24]=[CH:23][CH:22]=[C:21]([C:25]([N:27]5[CH2:28][CH2:29][O:30][CH2:31][CH2:32]5)=[O:26])[CH:20]=4)[CH:17]=3)[NH:12][N:11]=2)[CH:5]=1. The yield is 0.180. (2) The catalyst is O.C1COCC1. The reactants are [OH-].[Na+].C([NH:11][C:12]([NH:14][C:15]1[CH:20]=[C:19]([I:21])[CH:18]=[C:17]([I:22])[CH:16]=1)=[S:13])(=O)C1C=CC=CC=1. The product is [I:21][C:19]1[CH:20]=[C:15]([NH:14][C:12]([NH2:11])=[S:13])[CH:16]=[C:17]([I:22])[CH:18]=1. The yield is 0.750. (3) The reactants are [CH3:1][C:2]([C:13]1[CH:18]=[CH:17][C:16]([N:19]2[CH2:24][CH2:23][N:22]([CH3:25])[CH2:21][CH2:20]2)=[CH:15][CH:14]=1)(C(OCC)=O)[C:3]([O:5]CC)=[O:4]. The catalyst is Cl. The product is [CH3:25][N:22]1[CH2:21][CH2:20][N:19]([C:16]2[CH:15]=[CH:14][C:13]([CH:2]([CH3:1])[C:3]([OH:5])=[O:4])=[CH:18][CH:17]=2)[CH2:24][CH2:23]1. The yield is 0.700. (4) The reactants are CCN(CC)CC.N1C=CC=CC=1.[CH2:14]([O:16][C:17]([C:19]1[NH:20][C:21]2[C:26]([C:27]=1[Cl:28])=[CH:25][C:24]([Br:29])=[CH:23][CH:22]=2)=[O:18])[CH3:15].[CH:30]1([O:35][C:36]2[CH:41]=[CH:40][C:39](B(O)O)=[CH:38][CH:37]=2)[CH2:34]CC[CH2:31]1. The catalyst is CC([O-])=O.CC([O-])=O.[Cu+2].C(Cl)Cl. The product is [CH2:14]([O:16][C:17]([C:19]1[N:20]([C:39]2[CH:40]=[CH:41][C:36]([O:35][CH:30]([CH3:34])[CH3:31])=[CH:37][CH:38]=2)[C:21]2[C:26]([C:27]=1[Cl:28])=[CH:25][C:24]([Br:29])=[CH:23][CH:22]=2)=[O:18])[CH3:15]. The yield is 0.850.